This data is from Forward reaction prediction with 1.9M reactions from USPTO patents (1976-2016). The task is: Predict the product of the given reaction. (1) Given the reactants [Br-].[CH2:2]([O:4][C:5]([CH2:7][S+](C)C)=[O:6])[CH3:3].N12CCCN=C1CCCCC2.[C:22]1(=[O:27])[CH2:26][CH2:25][CH:24]=[CH:23]1, predict the reaction product. The product is: [CH2:2]([O:4][C:5]([CH:7]1[CH:26]2[CH:25]1[CH2:24][CH2:23][C:22]2=[O:27])=[O:6])[CH3:3]. (2) Given the reactants [F:1][C:2]([F:15])([F:14])[C:3]1[CH:4]=[C:5]([OH:13])[CH:6]=[C:7]([C:9]([F:12])([F:11])[F:10])[CH:8]=1.CI.[C:18]([O-])([O-])=O.[K+].[K+], predict the reaction product. The product is: [CH3:18][O:13][C:5]1[CH:4]=[C:3]([C:2]([F:14])([F:15])[F:1])[CH:8]=[C:7]([C:9]([F:11])([F:10])[F:12])[CH:6]=1. (3) Given the reactants [CH3:1][O:2][C:3](=[O:12])[CH2:4][C:5]1[C:6]([CH3:11])=[N:7][NH:8][C:9]=1[CH3:10].Cl[CH2:14][C:15]1[CH:22]=[CH:21][C:18]([CH2:19][OH:20])=[CH:17][CH:16]=1.C([O-])([O-])=O.[K+].[K+], predict the reaction product. The product is: [CH3:1][O:2][C:3](=[O:12])[CH2:4][C:5]1[C:9]([CH3:10])=[N:8][N:7]([CH2:14][C:15]2[CH:22]=[CH:21][C:18]([CH2:19][OH:20])=[CH:17][CH:16]=2)[C:6]=1[CH3:11].